From a dataset of Experimentally validated miRNA-target interactions with 360,000+ pairs, plus equal number of negative samples. Binary Classification. Given a miRNA mature sequence and a target amino acid sequence, predict their likelihood of interaction. (1) The miRNA is mmu-miR-879-5p with sequence AGAGGCUUAUAGCUCUAAGCC. The protein sequence of the target gene is MKALIAALLLITLQYSCAVSPTDCSAVEPEAEKALDLINKRRRDGYLFQLLRIADAHLDRVENTTVYYLVLDVQESDCSVLSRKYWNDCEPPDSRRPSEIVIGQCKVIATRHSHESQDLRVIDFNCTTSSVSSALANTKDSPVLIDFFEDTERYRKQANKALEKYKEENDDFASFRVDRIERVARVRGGEGTGYFVDFSVRNCPRHHFPRHPNVFGFCRADLFYDVEALDLESPKNLVINCEVFDPQEHENINGVPPHLGHPFHWGGHERSSTTKPPFKPHGSRDHHHPHKPHEHGPPPP.... Result: 0 (no interaction). (2) The protein sequence of the target gene is MSSGQQPPRRVTNVGSLLLTPQENESLFSFLGKKCVTMSSAVVQLYAADRNCMWAKKCSGVACLVKDNPQRSYFLRIFDIKDGKLLWEQELYNNFVYNSPRGYFHTFAGDTCQVALNFANEEEAKKFRKAVTDLLGRRQRKSEKRRDAPNGPNLPMATVDIKNPEITTNRFYGSQVNNISHTKEKKKGKAKKKRLTKADIGTPSNFQHIGHVGWDPNTGFDLNNLDPELKNLFDMCGISEAQLKDRETSKVIYDFIEKTGGVEAVKNELRRQAPPPPPPSRGGPPPPPPPPHSSGPPPPP.... Result: 0 (no interaction). The miRNA is mmu-miR-7033-5p with sequence UCUCCAGGAGUCUGAGGGGCAGG. (3) The miRNA is hsa-miR-889-3p with sequence UUAAUAUCGGACAACCAUUGU. The protein sequence of the target gene is MADSSGQQGKGRRVQPQWSPPAGTQPCRLHLYNSLTRNKEVFIPQDGKKVTWYCCGPTVYDASHMGHARSYISFDILRRVLKDYFKFDVFYCMNITDIDDKIIKRARQNHLFEQYREKRPEAAQLLEDVQAALKPFSVKLNETTDPDKKQMLERIQHAVQLATEPLEKAVQSRLTGEEVNSCVEVLLEEAKDLLSDWLDSTLGCDVTDNSIFSKLPKFWEGDFHRDMEALNVLPPDVLTRVSEYVPEIVNFVQKIVDNGYGYVSNGSVYFDTAKFASSEKHSYGKLVPEAVGDQKALQEG.... Result: 0 (no interaction). (4) The protein sequence of the target gene is MAATDLERVSNAEPEPRSLSLGGHVGFDSLPDQLVSKSVTQGFSFNILCVGETGIGKSTLMNTLFNTTFETEEASHHEECVRLRPQTYDLQESNVHLKLTIVDAVGFGDQINKDDSYRPIVDYIDAQFENYLQEELKIRRSLFDYHDTRIHVCLYFITPTGHSLKSLDLVTMKKLDSKVNIIPIIAKADTISKSELHKFKIKIMGELVSNGVQIYQFPTDDEAVAEINAVMNAHLPFAVVGSTEEVKVGNKLVRARQYPWGVVQVENENHCDFVKLREMLIRVNMEDLREQTHSRHYELY.... The miRNA is mmu-miR-7b-5p with sequence UGGAAGACUUGUGAUUUUGUUGUU. Result: 1 (interaction). (5) Result: 0 (no interaction). The miRNA is hsa-miR-4749-5p with sequence UGCGGGGACAGGCCAGGGCAUC. The protein sequence of the target gene is MESVTFEDVAVEFIQEWALLDSARRSLCKYRMLDQCRTLASRGTPPCKPSCVSQLGQRAEPKATERGILRATGVAWESQLKPEELPSMQDLLEEASSRDMQMGPGLFLRMQLVPSIEERETPLTREDRPALQEPPWSLGCTGLKAAMQIQRVVIPVPTLGHRNPWVARDSAVPARDPAWLQEDKVEEEAMAPGLPTACSQEPVTFADVAVVFTPEEWVFLDSTQRSLYRDVMLENYRNLASVADQLCKPNALSYLEERGEQWTTDRGVLSDTCAEPQCQPQEAIPSQDTFTEILSIDVKG.... (6) Result: 0 (no interaction). The miRNA is mmu-miR-7028-3p with sequence CCUUCUCUUCCCCCUCGGCCAG. The protein sequence of the target gene is MGPQAAAGRMILLVVLMLSAKVGSGALTSTEDPEPPSVPVPTNVLIKSYNLNPVVCWEYQNMSQTPIFTVQVKVYSGSWTDSCTNISDHCCNIYEQIMYPDVSAWARVKAKVGQKESDYARSKEFLMCLKGKVGPPGLEIRRKKEEQLSVLVFHPEVVVNGESQGTMFGDGSTCYTFDYTVYVEHNRSGEILHTKHTVEKEECNETLCELNISVSTLDSRYCISVDGISSFWQVRTEKSKDVCIPPFHDDRKDSIWILVVAPLTVFTVVILVFAYWYTKKNSFKRKSIMLPKSLLSVVKS.... (7) The miRNA is hsa-miR-5585-3p with sequence CUGAAUAGCUGGGACUACAGGU. The protein sequence of the target gene is MSKERPKRNIIQKKYDDSDGIPWSEERVVRKVLYLSLKEFKNAQKRQHGEGLAGSLKAVNGLLGNAQAKALGPASEQSENEKDDASQVSSTSNDVSSSDFEEGPSRKRPRLQAQRKFAQSQPNSPSTTPVKIVEPLLPPPATQISDLSKRKPKTEDFLTFLCLRGSPALPNSMVYFGSSQDEEDVEEEDDETEDVKATTNNASSSCQSTPRKGKTHKHVHNGHVFNGSSRSAREKEPAHKHRSKEATPGKEKHSEPRADSRREQASGAQPTAASAAASSAKGLAANHQPPPSHRSAQDLR.... Result: 0 (no interaction). (8) The miRNA is hsa-miR-101-3p with sequence UACAGUACUGUGAUAACUGAA. The protein sequence of the target gene is MEETQPPPQPKLPLCDSLMIWLQTFNTASPCQDVKQLTSGVAMAQVLHQIDAAWFNESWLSRIKEDVGDNWRIKASNVKKVLQGIMSYYHEFLGQQISEALIPDLNQITECSDPVELGRLLQLILGCAINCEKKQEHIQNIMTLEESVQHVVMTAIQELMSKEILSSPPNDAVGELEQQLKRALEELQEALAEKEELRQRCEELDMQVTTLQDEKNSLVSENEMMNEKLDQLDGSFDDPNTVVAKKYFHAQLQLEQLQEENFRLEAAKDDYRVHCEELEKQLIEFQHRNDELTSLAEETR.... Result: 0 (no interaction). (9) The miRNA is hsa-miR-6763-5p with sequence CUGGGGAGUGGCUGGGGAG. The protein sequence of the target gene is MVRNVDDLDFHLPSHAQDMLDGLQRLRSQPKLADVTLLVGGRELPCHRGLLALSSPYFHAMFAGDFAESFSARVELRDVEPAVVGQLVDFVYTGRLTITQGNVEALTRTAARLHFPSVQKVCGRYLQQQLDAANCLGICEFGEQQGLLGVAAKAWAFLRENFEAVAREDEFLQLPRERLVTCLAGDLLQVQPEQSRLEALMRWVRHDPQARAAHLPELLSLVHLDAVPRPCVQQLLASEPLIQESEACRAALSQGHDGAPLALQQKLEEVLVVVGGQALEEEEAGEEPTPGLGNFAFYNS.... Result: 0 (no interaction). (10) The miRNA is hsa-miR-5582-3p with sequence UAAAACUUUAAGUGUGCCUAGG. The protein sequence of the target gene is MPKRKAKGDAKGDKAKVKDEPQRRSARLSAKPAPPKPEPRPKKASAKKGEKLPKGRKGKADAGKDGNNPAKNRDASTLQSQKAEGTGDAK. Result: 1 (interaction).